Dataset: Catalyst prediction with 721,799 reactions and 888 catalyst types from USPTO. Task: Predict which catalyst facilitates the given reaction. Reactant: Br[CH2:2][C:3]([O:5][CH3:6])=[O:4].[CH2:7]([NH2:14])[C:8]1[CH:13]=[CH:12][CH:11]=[CH:10][CH:9]=1. Product: [CH3:6][O:5][C:3](=[O:4])[CH2:2][NH:14][CH2:7][C:8]1[CH:13]=[CH:12][CH:11]=[CH:10][CH:9]=1. The catalyst class is: 2.